The task is: Predict the product of the given reaction.. This data is from Forward reaction prediction with 1.9M reactions from USPTO patents (1976-2016). (1) Given the reactants [OH-].[K+].[Cl:3][C:4]1[C:9]([O:10][CH3:11])=[CH:8][C:7]([O:12][CH3:13])=[C:6]([Cl:14])[C:5]=1[NH:15]C(=O)C, predict the reaction product. The product is: [Cl:3][C:4]1[C:9]([O:10][CH3:11])=[CH:8][C:7]([O:12][CH3:13])=[C:6]([Cl:14])[C:5]=1[NH2:15]. (2) Given the reactants Br[C:2]1[C:3]2[C:8]([CH:9]=[C:10]3[C:15]=1[CH:14]=[CH:13][CH:12]=[CH:11]3)=[CH:7][CH:6]=[CH:5][CH:4]=2.[F:16][C:17]([F:28])([F:27])[C:18]1[CH:23]=[CH:22][C:21](B(O)O)=[CH:20][CH:19]=1.C1(C)C=CC=CC=1P(C1C=CC=CC=1C)C1C=CC=CC=1C.C(=O)([O-])[O-].[K+].[K+], predict the reaction product. The product is: [F:16][C:17]([F:28])([F:27])[C:18]1[CH:23]=[CH:22][C:21]([C:2]2[C:3]3[C:8]([CH:9]=[C:10]4[C:15]=2[CH:14]=[CH:13][CH:12]=[CH:11]4)=[CH:7][CH:6]=[CH:5][CH:4]=3)=[CH:20][CH:19]=1. (3) Given the reactants C(N(CC)CC)C.[Cl:8][C:9]1[CH:17]=[C:16]2[C:12]([C:13]([CH:25]=[O:26])=[CH:14][N:15]2C(OC(C)(C)C)=O)=[CH:11][CH:10]=1.[CH:27](=[N:34][C:35]1[CH:40]=[CH:39][N:38]=[C:37]([O:41][CH3:42])[CH:36]=1)[C:28]1[CH:33]=[CH:32][CH:31]=[CH:30][CH:29]=1, predict the reaction product. The product is: [Cl:8][C:9]1[CH:17]=[C:16]2[C:12]([C:13]([C:25](=[O:26])[CH:27]([NH:34][C:35]3[CH:40]=[CH:39][N:38]=[C:37]([O:41][CH3:42])[CH:36]=3)[C:28]3[CH:29]=[CH:30][CH:31]=[CH:32][CH:33]=3)=[CH:14][NH:15]2)=[CH:11][CH:10]=1. (4) Given the reactants [Cl:1][C:2]1[CH:7]=[C:6]([O:8][CH3:9])[C:5]([CH3:10])=[CH:4][C:3]=1[C:11]1[CH:16]=[CH:15][N:14]=[C:13]([NH:17][CH:18]([CH:21]2[CH2:23][CH2:22]2)[CH2:19][CH3:20])[C:12]=1[N+:24]([O-])=O.Cl[Sn]Cl, predict the reaction product. The product is: [Cl:1][C:2]1[CH:7]=[C:6]([O:8][CH3:9])[C:5]([CH3:10])=[CH:4][C:3]=1[C:11]1[CH:16]=[CH:15][N:14]=[C:13]([NH:17][CH:18]([CH:21]2[CH2:22][CH2:23]2)[CH2:19][CH3:20])[C:12]=1[NH2:24]. (5) Given the reactants [CH3:1][O:2][C:3]1[C:8]([CH:9]=[O:10])=[C:7]([C:11]([F:14])([F:13])[F:12])[N:6]=[CH:5][N:4]=1.[BH4-].[Na+], predict the reaction product. The product is: [CH3:1][O:2][C:3]1[C:8]([CH2:9][OH:10])=[C:7]([C:11]([F:13])([F:12])[F:14])[N:6]=[CH:5][N:4]=1. (6) Given the reactants C([C:3]([N:14]1[CH2:19][CH2:18][N:17]([CH3:20])[CH2:16][CH2:15]1)([C:7]1[CH:12]=[C:11]([CH3:13])[CH:10]=[CH:9][N:8]=1)C([O-])=O)C.[OH-:21].[K+:22].C[OH:24], predict the reaction product. The product is: [CH3:20][N:17]1[CH2:16][CH2:15][N:14]([C:3]2[C:7]([C:12]([O-:24])=[O:21])=[N:8][CH:9]=[CH:10][C:11]=2[CH3:13])[CH2:19][CH2:18]1.[K+:22]. (7) Given the reactants [H-].[H-].[H-].[H-].[Li+].[Al+3].[F:7][C:8]1[CH:22]=[CH:21][C:11]([O:12][CH2:13][C:14](OC(C)(C)C)=[O:15])=[CH:10][CH:9]=1.[OH-].[Na+].[O-]S([O-])(=O)=O.[Na+].[Na+], predict the reaction product. The product is: [F:7][C:8]1[CH:22]=[CH:21][C:11]([O:12][CH2:13][CH2:14][OH:15])=[CH:10][CH:9]=1.